From a dataset of Catalyst prediction with 721,799 reactions and 888 catalyst types from USPTO. Predict which catalyst facilitates the given reaction. (1) Reactant: C([O:3][C:4](=[O:31])[CH2:5][CH:6]1[S:10][C:9]([C:11]2[NH:12][C:13]3[C:18]([C:19]=2[F:20])=[CH:17][CH:16]=[CH:15][C:14]=3[N:21]([CH3:30])[S:22]([C:25]2[S:26][CH:27]=[CH:28][CH:29]=2)(=[O:24])=[O:23])=[N:8][CH2:7]1)C.[OH-].[Na+].Cl. Product: [F:20][C:19]1[C:18]2[C:13](=[C:14]([N:21]([CH3:30])[S:22]([C:25]3[S:26][CH:27]=[CH:28][CH:29]=3)(=[O:23])=[O:24])[CH:15]=[CH:16][CH:17]=2)[NH:12][C:11]=1[C:9]1[S:10][CH:6]([CH2:5][C:4]([OH:31])=[O:3])[CH2:7][N:8]=1. The catalyst class is: 214. (2) Reactant: [CH3:1][C@:2]1([NH:18][C@@H:19]2[CH2:24][CH2:23][CH2:22][CH2:21][C@H:20]2[NH:25]C(=O)OCC2C=CC=CC=2)[CH2:7][CH2:6][CH2:5][N:4]([C:8]2[CH:13]=[CH:12][C:11]([C:14]([F:17])([F:16])[F:15])=[CH:10][CH:9]=2)[CH2:3]1. Product: [CH3:1][C@:2]1([NH:18][C@@H:19]2[CH2:24][CH2:23][CH2:22][CH2:21][C@H:20]2[NH2:25])[CH2:7][CH2:6][CH2:5][N:4]([C:8]2[CH:13]=[CH:12][C:11]([C:14]([F:15])([F:16])[F:17])=[CH:10][CH:9]=2)[CH2:3]1. The catalyst class is: 19. (3) Reactant: [F:1][O:2][P:3]([CH2:7][C:8]1[CH:13]=[CH:12][C:11]([CH2:14][N:15]([S:31]([C:34]2[CH:39]=[CH:38][CH:37]=[CH:36][C:35]=2[O:40][CH3:41])(=[O:33])=[O:32])[CH2:16][C:17]2[CH:22]=[CH:21][C:20]([C:23]3[CH:28]=[CH:27][CH:26]=[C:25]([C:29]#[N:30])[CH:24]=3)=[CH:19][CH:18]=2)=[CH:10][C:9]=1[Cl:42])([O:5][F:6])=[O:4].[N-:43]=[N+:44]=[N-:45].[Na+].[Cl-].[NH4+]. Product: [F:6][O:5][P:3]([CH2:7][C:8]1[CH:13]=[CH:12][C:11]([CH2:14][N:15]([S:31]([C:34]2[CH:39]=[CH:38][CH:37]=[CH:36][C:35]=2[O:40][CH3:41])(=[O:33])=[O:32])[CH2:16][C:17]2[CH:22]=[CH:21][C:20]([C:23]3[CH:28]=[CH:27][CH:26]=[C:25]([C:29]4[N:43]=[N:44][NH:45][N:30]=4)[CH:24]=3)=[CH:19][CH:18]=2)=[CH:10][C:9]=1[Cl:42])([O:2][F:1])=[O:4]. The catalyst class is: 3. (4) Reactant: [F:1][C:2]1[C:7](/[CH:8]=[CH:9]/[C:10]([O:12][CH3:13])=[O:11])=[CH:6][CH:5]=[CH:4][N:3]=1.[N+:14]([CH3:17])([O-:16])=[O:15].CN(C)C(N(C)C)=N. Product: [F:1][C:2]1[C:7]([CH:8]([CH2:17][N+:14]([O-:16])=[O:15])[CH2:9][C:10]([O:12][CH3:13])=[O:11])=[CH:6][CH:5]=[CH:4][N:3]=1. The catalyst class is: 161. (5) Reactant: C[O:2][C:3]([C:5]1[S:6][C:7]([C:25]2[CH:30]=[CH:29][CH:28]=[CH:27][CH:26]=2)=[CH:8][C:9]=1[N:10]([C:21]([CH3:24])([CH3:23])[CH3:22])[C:11](=[O:20])[C:12]1[CH:17]=[CH:16][C:15]([Cl:18])=[CH:14][C:13]=1[Cl:19])=[O:4].[Li+].[OH-]. Product: [C:21]([N:10]([C:11](=[O:20])[C:12]1[CH:17]=[CH:16][C:15]([Cl:18])=[CH:14][C:13]=1[Cl:19])[C:9]1[CH:8]=[C:7]([C:25]2[CH:26]=[CH:27][CH:28]=[CH:29][CH:30]=2)[S:6][C:5]=1[C:3]([OH:4])=[O:2])([CH3:24])([CH3:22])[CH3:23]. The catalyst class is: 87. (6) Reactant: [Si]([O:8][CH2:9][CH2:10]/[CH:11]=[CH:12]/[C:13]1[N:17]2[CH:18]=[CH:19][N:20]=[CH:21][C:16]2=[N:15][C:14]=1[CH2:22][N:23]1[C:27]2[CH:28]=[N:29][CH:30]=[CH:31][C:26]=2[N:25]([CH:32]2[CH2:34][CH2:33]2)[C:24]1=[O:35])(C(C)(C)C)(C)C.[F-].[NH4+]. Product: [CH:32]1([N:25]2[C:26]3[CH:31]=[CH:30][N:29]=[CH:28][C:27]=3[N:23]([CH2:22][C:14]3[N:15]=[C:16]4[CH:21]=[N:20][CH:19]=[CH:18][N:17]4[C:13]=3[CH2:12][CH2:11][CH2:10][CH2:9][OH:8])[C:24]2=[O:35])[CH2:33][CH2:34]1. The catalyst class is: 19.